Dataset: Reaction yield outcomes from USPTO patents with 853,638 reactions. Task: Predict the reaction yield, written as a fraction of the theoretical maximum amount of product (1.0 means a 100% yield; for example, 0.34 means a 34% yield). (1) The reactants are [CH2:1](N(CC)CC)C.[CH2:8]=[C:9]([C:14]([O:17]S(F)(=O)=O)([F:16])[F:15])[C:10]([F:13])([F:12])[F:11].O. The catalyst is CO. The product is [F:15][C:14]([F:16])([O:17][CH3:1])[C:9]([C:10]([F:13])([F:12])[F:11])=[CH2:8]. The yield is 0.500. (2) The reactants are [Br:1][C:2]1[CH:3]=[CH:4][C:5]([O:16][CH2:17][CH2:18]C)=[C:6]([C:8]2[CH:13]=[C:12]([Cl:14])[N:11]=[C:10]([NH2:15])[N:9]=2)[CH:7]=1.N[C:21]1N=C(C2C=C(Br)C=CC=2O)C=C(Cl)N=1. The catalyst is CC(O)C. The product is [Br:1][C:2]1[CH:3]=[CH:4][C:5]([O:16][CH:17]([CH3:18])[CH3:21])=[C:6]([C:8]2[CH:13]=[C:12]([Cl:14])[N:11]=[C:10]([NH2:15])[N:9]=2)[CH:7]=1. The yield is 0.680.